Dataset: Forward reaction prediction with 1.9M reactions from USPTO patents (1976-2016). Task: Predict the product of the given reaction. (1) Given the reactants Br[C:2]1[CH:3]=[N:4][CH:5]=[C:6]2[C:11]=1[N:10]=[C:9]([C:12]([NH2:14])=[O:13])[CH:8]=[CH:7]2.[F:15][C:16]1[CH:17]=[C:18](B(O)O)[CH:19]=[CH:20][C:21]=1[F:22].C(=O)([O-])[O-].[Cs+].[Cs+], predict the reaction product. The product is: [F:15][C:16]1[CH:17]=[C:18]([C:2]2[CH:3]=[N:4][CH:5]=[C:6]3[C:11]=2[N:10]=[C:9]([C:12]([NH2:14])=[O:13])[CH:8]=[CH:7]3)[CH:19]=[CH:20][C:21]=1[F:22]. (2) Given the reactants [C:1]([C:5]1[CH:18]=[CH:17][C:8]([O:9][CH2:10][C@@H:11]2[O:15][C:14]([NH2:16])=[N:13][CH2:12]2)=[CH:7][CH:6]=1)([CH3:4])([CH3:3])[CH3:2], predict the reaction product. The product is: [C:1]([C:5]1[CH:18]=[CH:17][C:8]([O:9][CH2:10][C@@H:11]2[O:15][C:14]3=[N:16][C:8](=[O:9])[CH:7]=[CH:6][N:13]3[CH2:12]2)=[CH:7][CH:6]=1)([CH3:4])([CH3:2])[CH3:3]. (3) Given the reactants [CH3:1][N:2]1[CH2:8][CH2:7][CH2:6][CH2:5][CH2:4][C:3]1=[O:9].[OH-:10].[Ba+2].[OH-], predict the reaction product. The product is: [CH3:1][NH:2][CH2:8][CH2:7][CH2:6][CH2:5][CH2:4][C:3]([OH:9])=[O:10]. (4) Given the reactants [Cl:1][C:2]1[CH:7]=[C:6]([CH3:8])[N:5]=[C:4]2[N:9]([CH3:13])[CH:10]=[C:11](I)[C:3]=12.[N:14]1([C:19]2[CH:20]=[C:21](B(O)O)[CH:22]=[CH:23][CH:24]=2)[CH2:18][CH2:17][CH2:16][CH2:15]1.C(=O)([O-])[O-].[Na+].[Na+], predict the reaction product. The product is: [Cl:1][C:2]1[CH:7]=[C:6]([CH3:8])[N:5]=[C:4]2[N:9]([CH3:13])[CH:10]=[C:11]([C:21]3[CH:22]=[CH:23][CH:24]=[C:19]([N:14]4[CH2:15][CH2:16][CH2:17][CH2:18]4)[CH:20]=3)[C:3]=12.